Dataset: NCI-60 drug combinations with 297,098 pairs across 59 cell lines. Task: Regression. Given two drug SMILES strings and cell line genomic features, predict the synergy score measuring deviation from expected non-interaction effect. (1) Drug 1: CS(=O)(=O)CCNCC1=CC=C(O1)C2=CC3=C(C=C2)N=CN=C3NC4=CC(=C(C=C4)OCC5=CC(=CC=C5)F)Cl. Drug 2: CC1C(C(CC(O1)OC2CC(OC(C2O)C)OC3=CC4=CC5=C(C(=O)C(C(C5)C(C(=O)C(C(C)O)O)OC)OC6CC(C(C(O6)C)O)OC7CC(C(C(O7)C)O)OC8CC(C(C(O8)C)O)(C)O)C(=C4C(=C3C)O)O)O)O. Cell line: OVCAR-8. Synergy scores: CSS=57.6, Synergy_ZIP=0.0355, Synergy_Bliss=-0.172, Synergy_Loewe=-9.50, Synergy_HSA=-0.542. (2) Drug 1: C1=CC=C(C(=C1)C(C2=CC=C(C=C2)Cl)C(Cl)Cl)Cl. Drug 2: CC1C(C(CC(O1)OC2CC(CC3=C2C(=C4C(=C3O)C(=O)C5=CC=CC=C5C4=O)O)(C(=O)C)O)N)O. Cell line: NCIH23. Synergy scores: CSS=49.1, Synergy_ZIP=-4.52, Synergy_Bliss=-1.36, Synergy_Loewe=-0.470, Synergy_HSA=1.21. (3) Drug 1: C1C(C(OC1N2C=NC3=C(N=C(N=C32)Cl)N)CO)O. Drug 2: C1=NC2=C(N=C(N=C2N1C3C(C(C(O3)CO)O)O)F)N. Cell line: OVCAR3. Synergy scores: CSS=8.73, Synergy_ZIP=-3.38, Synergy_Bliss=4.45, Synergy_Loewe=-3.70, Synergy_HSA=0.450.